From a dataset of Merck oncology drug combination screen with 23,052 pairs across 39 cell lines. Regression. Given two drug SMILES strings and cell line genomic features, predict the synergy score measuring deviation from expected non-interaction effect. (1) Drug 1: NC1CCCCC1N.O=C(O)C(=O)O.[Pt+2]. Drug 2: CCc1cnn2c(NCc3ccc[n+]([O-])c3)cc(N3CCCCC3CCO)nc12. Cell line: LOVO. Synergy scores: synergy=-19.2. (2) Cell line: KPL1. Drug 2: C#Cc1cccc(Nc2ncnc3cc(OCCOC)c(OCCOC)cc23)c1. Drug 1: O=P1(N(CCCl)CCCl)NCCCO1. Synergy scores: synergy=-6.37.